Dataset: Catalyst prediction with 721,799 reactions and 888 catalyst types from USPTO. Task: Predict which catalyst facilitates the given reaction. (1) Reactant: F[C:2]1[CH:15]=[CH:14][CH:13]=[CH:12][C:3]=1[CH2:4][C@@:5]([OH:11])([CH2:9][CH3:10])[C:6]([OH:8])=[O:7].[CH3:16]N(C=O)C.C1(C)C=CC=CC=1.[H-].[Na+]. Product: [CH2:9]([C@@:5]1([C:6]([O:8][CH3:16])=[O:7])[CH2:4][C:3]2[CH:12]=[CH:13][CH:14]=[CH:15][C:2]=2[O:11]1)[CH3:10]. The catalyst class is: 6. (2) Reactant: [C:1]([O:5][C:6](=[O:21])[NH:7][C:8]1[C:9]([C:13]2[CH:18]=[CH:17][C:16]([CH:19]=O)=[CH:15][CH:14]=2)=[N:10][O:11][CH:12]=1)([CH3:4])([CH3:3])[CH3:2].[CH3:22][S:23]([C:26]1[CH:32]=[CH:31][C:29]([NH2:30])=[CH:28][CH:27]=1)(=[O:25])=[O:24].C(O[BH-](OC(=O)C)OC(=O)C)(=O)C.[Na+]. The catalyst class is: 26. Product: [C:1]([O:5][C:6](=[O:21])[NH:7][C:8]1[C:9]([C:13]2[CH:18]=[CH:17][C:16]([CH2:19][NH:30][C:29]3[CH:28]=[CH:27][C:26]([S:23]([CH3:22])(=[O:25])=[O:24])=[CH:32][CH:31]=3)=[CH:15][CH:14]=2)=[N:10][O:11][CH:12]=1)([CH3:4])([CH3:3])[CH3:2]. (3) Reactant: C(O)C.[C:4]([O:8][C:9]([N:11]([CH2:23][C:24]([O:26][C:27]([CH3:30])([CH3:29])[CH3:28])=[O:25])[C:12]1[CH:17]=[CH:16][CH:15]=[C:14]([C:18](OCC)=[O:19])[N:13]=1)=[O:10])([CH3:7])([CH3:6])[CH3:5].[Cl-].[Ca+2].[Cl-].[BH4-].[Na+].COCCOCCOCCOCCOC. Product: [C:27]([O:26][C:24](=[O:25])[CH2:23][N:11]([C:9]([O:8][C:4]([CH3:7])([CH3:6])[CH3:5])=[O:10])[C:12]1[CH:17]=[CH:16][CH:15]=[C:14]([CH2:18][OH:19])[N:13]=1)([CH3:30])([CH3:29])[CH3:28]. The catalyst class is: 211. (4) Reactant: C(OC(=O)[NH:10][C@@H:11]([CH3:35])[CH2:12][N:13]1[C:21]2[C:16](=[CH:17][CH:18]=[C:19]3[O:24][C:23]([CH2:25][NH:26][C:27]([C:29]4[CH:30]=[N:31][CH:32]=[CH:33][CH:34]=4)=[O:28])=[CH:22][C:20]3=2)[CH:15]=[N:14]1)C1C=CC=CC=1. The catalyst class is: 19. Product: [NH2:10][C@@H:11]([CH3:35])[CH2:12][N:13]1[C:21]2[C:16](=[CH:17][CH:18]=[C:19]3[O:24][C:23]([CH2:25][NH:26][C:27](=[O:28])[C:29]4[CH:34]=[CH:33][CH:32]=[N:31][CH:30]=4)=[CH:22][C:20]3=2)[CH:15]=[N:14]1. (5) Reactant: Cl[C:2]1[N:11]=[C:10]([C:12]([NH:14][CH2:15][C:16]2[CH:21]=[C:20]([Cl:22])[CH:19]=[C:18]([Cl:23])[CH:17]=2)=[O:13])[C:9]([OH:24])=[C:8]2[C:3]=1[CH:4]=[CH:5][CH:6]=[N:7]2.[NH:25]1[CH:29]=[CH:28][N:27]=[CH:26]1. Product: [Cl:23][C:18]1[CH:17]=[C:16]([CH:21]=[C:20]([Cl:22])[CH:19]=1)[CH2:15][NH:14][C:12]([C:10]1[C:9]([OH:24])=[C:8]2[C:3]([CH:4]=[CH:5][CH:6]=[N:7]2)=[C:2]([N:25]2[CH:29]=[CH:28][N:27]=[CH:26]2)[N:11]=1)=[O:13]. The catalyst class is: 3.